Task: Regression. Given two drug SMILES strings and cell line genomic features, predict the synergy score measuring deviation from expected non-interaction effect.. Dataset: NCI-60 drug combinations with 297,098 pairs across 59 cell lines (1) Drug 1: COC1=C(C=C2C(=C1)N=CN=C2NC3=CC(=C(C=C3)F)Cl)OCCCN4CCOCC4. Drug 2: CC12CCC3C(C1CCC2=O)CC(=C)C4=CC(=O)C=CC34C. Cell line: PC-3. Synergy scores: CSS=41.3, Synergy_ZIP=0.860, Synergy_Bliss=5.65, Synergy_Loewe=6.85, Synergy_HSA=8.50. (2) Drug 1: CC(C1=C(C=CC(=C1Cl)F)Cl)OC2=C(N=CC(=C2)C3=CN(N=C3)C4CCNCC4)N. Drug 2: C1CC(C1)(C(=O)O)C(=O)O.[NH2-].[NH2-].[Pt+2]. Cell line: HOP-92. Synergy scores: CSS=42.6, Synergy_ZIP=-1.40, Synergy_Bliss=-0.582, Synergy_Loewe=0.919, Synergy_HSA=1.07. (3) Drug 1: CCCS(=O)(=O)NC1=C(C(=C(C=C1)F)C(=O)C2=CNC3=C2C=C(C=N3)C4=CC=C(C=C4)Cl)F. Drug 2: CN(CC1=CN=C2C(=N1)C(=NC(=N2)N)N)C3=CC=C(C=C3)C(=O)NC(CCC(=O)O)C(=O)O. Cell line: A498. Synergy scores: CSS=18.5, Synergy_ZIP=-12.3, Synergy_Bliss=-5.62, Synergy_Loewe=-22.3, Synergy_HSA=-5.59.